Dataset: Forward reaction prediction with 1.9M reactions from USPTO patents (1976-2016). Task: Predict the product of the given reaction. (1) Given the reactants [CH3:1][N:2]1[C:10]2[C:5](=[CH:6][C:7]([N+:11]([O-])=O)=[CH:8][CH:9]=2)[C:4]([C:14]2[CH2:15][CH2:16][CH2:17][N:18]([C:20]([O:22][C:23]([CH3:26])([CH3:25])[CH3:24])=[O:21])[CH:19]=2)=[CH:3]1.C(OCC)(=O)C, predict the reaction product. The product is: [NH2:11][C:7]1[CH:6]=[C:5]2[C:10](=[CH:9][CH:8]=1)[N:2]([CH3:1])[CH:3]=[C:4]2[CH:14]1[CH2:15][CH2:16][CH2:17][N:18]([C:20]([O:22][C:23]([CH3:26])([CH3:25])[CH3:24])=[O:21])[CH2:19]1. (2) Given the reactants Cl[C:2]1[C:3]([N:22]2[CH2:26][CH2:25][C@@H:24]([OH:27])[CH2:23]2)=[N:4][CH:5]=[C:6]([CH:21]=1)[C:7]([NH:9][C:10]1[CH:15]=[CH:14][C:13]([O:16][C:17]([F:20])([F:19])[F:18])=[CH:12][CH:11]=1)=[O:8].[NH2:28][C:29]1[N:34]=[CH:33][C:32](B(O)O)=[CH:31][N:30]=1.C([O-])([O-])=O.[Na+].[Na+], predict the reaction product. The product is: [NH2:28][C:29]1[N:34]=[CH:33][C:32]([C:2]2[C:3]([N:22]3[CH2:26][CH2:25][C@@H:24]([OH:27])[CH2:23]3)=[N:4][CH:5]=[C:6]([CH:21]=2)[C:7]([NH:9][C:10]2[CH:11]=[CH:12][C:13]([O:16][C:17]([F:18])([F:19])[F:20])=[CH:14][CH:15]=2)=[O:8])=[CH:31][N:30]=1. (3) Given the reactants Cl[C:2]1[CH:7]=[CH:6][N:5]=[C:4]2[C:8](=[C:18]3[CH2:23][CH2:22][N:21]([C:24](=[O:32])[CH2:25][C:26]4[CH:27]=[N:28][CH:29]=[CH:30][CH:31]=4)[CH2:20][CH2:19]3)[C:9]3[CH:16]=[CH:15][C:14]([Cl:17])=[CH:13][C:10]=3[CH2:11][CH2:12][C:3]=12.[H-].[Na+].[CH2:35]([SH:42])[C:36]1[CH:41]=[CH:40][CH:39]=[CH:38][CH:37]=1, predict the reaction product. The product is: [Cl:17][C:14]1[CH:15]=[CH:16][C:9]2[C:8](=[C:18]3[CH2:23][CH2:22][N:21]([C:24](=[O:32])[CH2:25][C:26]4[CH:27]=[N:28][CH:29]=[CH:30][CH:31]=4)[CH2:20][CH2:19]3)[C:4]3=[N:5][CH:6]=[CH:7][C:2]([S:42][CH2:35][C:36]4[CH:41]=[CH:40][CH:39]=[CH:38][CH:37]=4)=[C:3]3[CH2:12][CH2:11][C:10]=2[CH:13]=1. (4) Given the reactants Cl.[NH2:2][CH2:3][C@@H:4]1[O:8][C:7](=[O:9])[N:6]([C:10]2[CH:15]=[CH:14][C:13]([N:16]3[CH2:21][CH2:20][O:19][CH2:18][C:17]3=[O:22])=[CH:12][CH:11]=2)[CH2:5]1.C(=O)(O)[O-].[Na+].C(OO)(C)(C)C.[Cl:34][C:35]1[S:39][C:38]([CH:40]=[O:41])=[CH:37][CH:36]=1, predict the reaction product. The product is: [Cl:34][C:35]1[S:39][C:38]([C:40]([NH:2][CH2:3][C@@H:4]2[O:8][C:7](=[O:9])[N:6]([C:10]3[CH:15]=[CH:14][C:13]([N:16]4[CH2:21][CH2:20][O:19][CH2:18][C:17]4=[O:22])=[CH:12][CH:11]=3)[CH2:5]2)=[O:41])=[CH:37][CH:36]=1. (5) Given the reactants FC(F)(F)[C:3]([C:5]1[C:13]2[C:8](=[CH:9][C:10]([N+:14]([O-:16])=[O:15])=[CH:11][CH:12]=2)[N:7]([CH:17]([CH3:19])[CH3:18])[CH:6]=1)=[O:4].[OH-:22].[Na+], predict the reaction product. The product is: [CH:17]([N:7]1[C:8]2[C:13](=[CH:12][CH:11]=[C:10]([N+:14]([O-:16])=[O:15])[CH:9]=2)[C:5]([C:3]([OH:4])=[O:22])=[CH:6]1)([CH3:19])[CH3:18]. (6) Given the reactants C[N+]1([O-])CCOCC1.[C:9]([O:13][C:14](=[O:28])[N:15]([CH2:17][CH2:18][C:19]1[CH:24]=[CH:23][C:22]([Cl:25])=[C:21]([CH2:26][OH:27])[CH:20]=1)[CH3:16])([CH3:12])([CH3:11])[CH3:10].C([N+](CCC)(CCC)CCC)CC, predict the reaction product. The product is: [C:9]([O:13][C:14](=[O:28])[N:15]([CH2:17][CH2:18][C:19]1[CH:24]=[CH:23][C:22]([Cl:25])=[C:21]([CH:26]=[O:27])[CH:20]=1)[CH3:16])([CH3:12])([CH3:10])[CH3:11].